This data is from Full USPTO retrosynthesis dataset with 1.9M reactions from patents (1976-2016). The task is: Predict the reactants needed to synthesize the given product. (1) Given the product [C:1]([O:5][C:6]([N:8]1[CH2:13][CH2:12][N:11]([C:14]2[CH:19]=[CH:18][CH:17]=[C:16]([NH:20][C:35](=[O:36])[C:34]3[CH:38]=[CH:39][C:31]([F:30])=[CH:32][CH:33]=3)[C:15]=2[C:21]#[N:22])[CH2:10][CH2:9]1)=[O:7])([CH3:4])([CH3:2])[CH3:3], predict the reactants needed to synthesize it. The reactants are: [C:1]([O:5][C:6]([N:8]1[CH2:13][CH2:12][N:11]([C:14]2[CH:19]=[CH:18][CH:17]=[C:16]([NH2:20])[C:15]=2[C:21]#[N:22])[CH2:10][CH2:9]1)=[O:7])([CH3:4])([CH3:3])[CH3:2].CCN(CC)CC.[F:30][C:31]1[CH:39]=[CH:38][C:34]([C:35](Cl)=[O:36])=[CH:33][CH:32]=1. (2) Given the product [NH2:19][C:10]1[CH:11]=[C:12]([CH:17]=[CH:18][C:9]=1[NH:8][C:5]1[CH:4]=[N:3][C:2]([Br:1])=[CH:7][N:6]=1)[C:13]([O:15][CH3:16])=[O:14], predict the reactants needed to synthesize it. The reactants are: [Br:1][C:2]1[N:3]=[CH:4][C:5]([NH:8][C:9]2[CH:18]=[CH:17][C:12]([C:13]([O:15][CH3:16])=[O:14])=[CH:11][C:10]=2[N+:19]([O-])=O)=[N:6][CH:7]=1.[NH4+].[Cl-].CCOC(C)=O. (3) Given the product [ClH:17].[N+:9]([C:4]1[CH:3]=[C:2]([CH3:1])[CH:7]=[CH:6][C:5]=1[NH:8][NH2:12])([O-:11])=[O:10], predict the reactants needed to synthesize it. The reactants are: [CH3:1][C:2]1[CH:7]=[CH:6][C:5]([NH2:8])=[C:4]([N+:9]([O-:11])=[O:10])[CH:3]=1.[N:12]([O-])=O.[Na+].[Sn](Cl)[Cl:17]. (4) Given the product [Br:1][C:2]1[N:6]2[CH:7]=[CH:8][N:9]=[C:10]([NH:16][CH2:15][CH2:14][S:13][CH3:12])[C:5]2=[N:4][CH:3]=1, predict the reactants needed to synthesize it. The reactants are: [Br:1][C:2]1[N:6]2[CH:7]=[CH:8][N:9]=[C:10](Cl)[C:5]2=[N:4][CH:3]=1.[CH3:12][S:13][CH2:14][CH2:15][NH2:16]. (5) The reactants are: [C:1](Cl)(=[O:3])[CH3:2].[NH2:5][CH2:6][CH2:7][CH2:8][O:9][C:10]1[CH:15]=[CH:14][C:13]([C:16]2[N:21]=[C:20]([C:22]#[N:23])[C:19]3[N:24]=[N:25][N:26]([CH3:27])[C:18]=3[CH:17]=2)=[CH:12][C:11]=1[C:28]([F:31])([F:30])[F:29].C(N(CC)CC)C. Given the product [C:22]([C:20]1[C:19]2[N:24]=[N:25][N:26]([CH3:27])[C:18]=2[CH:17]=[C:16]([C:13]2[CH:14]=[CH:15][C:10]([O:9][CH2:8][CH2:7][CH2:6][NH:5][C:1](=[O:3])[CH3:2])=[C:11]([C:28]([F:30])([F:29])[F:31])[CH:12]=2)[N:21]=1)#[N:23], predict the reactants needed to synthesize it. (6) Given the product [Cl:1][C:2]1[N:3]=[N:4][C:5]([CH2:8][C:14]([C:13]2[CH:19]=[CH:20][C:10]([F:9])=[CH:11][CH:12]=2)=[O:15])=[CH:6][CH:7]=1, predict the reactants needed to synthesize it. The reactants are: [Cl:1][C:2]1[N:3]=[N:4][C:5]([CH3:8])=[CH:6][CH:7]=1.[F:9][C:10]1[CH:20]=[CH:19][C:13]([C:14](OCC)=[O:15])=[CH:12][CH:11]=1.C[Si]([N-][Si](C)(C)C)(C)C.[Li+].Cl.